This data is from NCI-60 drug combinations with 297,098 pairs across 59 cell lines. The task is: Regression. Given two drug SMILES strings and cell line genomic features, predict the synergy score measuring deviation from expected non-interaction effect. (1) Drug 1: C1CC(=O)NC(=O)C1N2CC3=C(C2=O)C=CC=C3N. Drug 2: C1CCC(CC1)NC(=O)N(CCCl)N=O. Cell line: NCI-H460. Synergy scores: CSS=14.2, Synergy_ZIP=-2.95, Synergy_Bliss=-0.247, Synergy_Loewe=-4.64, Synergy_HSA=0.0898. (2) Drug 1: CC=C1C(=O)NC(C(=O)OC2CC(=O)NC(C(=O)NC(CSSCCC=C2)C(=O)N1)C(C)C)C(C)C. Drug 2: COCCOC1=C(C=C2C(=C1)C(=NC=N2)NC3=CC=CC(=C3)C#C)OCCOC.Cl. Cell line: SF-295. Synergy scores: CSS=22.7, Synergy_ZIP=0.216, Synergy_Bliss=-1.57, Synergy_Loewe=-58.2, Synergy_HSA=-1.25. (3) Drug 1: CC1=C2C(C(=O)C3(C(CC4C(C3C(C(C2(C)C)(CC1OC(=O)C(C(C5=CC=CC=C5)NC(=O)OC(C)(C)C)O)O)OC(=O)C6=CC=CC=C6)(CO4)OC(=O)C)O)C)O. Drug 2: CC1CCCC2(C(O2)CC(NC(=O)CC(C(C(=O)C(C1O)C)(C)C)O)C(=CC3=CSC(=N3)C)C)C. Cell line: SNB-75. Synergy scores: CSS=31.1, Synergy_ZIP=-1.39, Synergy_Bliss=-3.25, Synergy_Loewe=-2.61, Synergy_HSA=-1.20. (4) Drug 1: C(CC(=O)O)C(=O)CN.Cl. Drug 2: CC1=C(C(=O)C2=C(C1=O)N3CC4C(C3(C2COC(=O)N)OC)N4)N. Cell line: MCF7. Synergy scores: CSS=11.6, Synergy_ZIP=-5.08, Synergy_Bliss=-6.09, Synergy_Loewe=-15.3, Synergy_HSA=-5.25. (5) Cell line: M14. Drug 1: CC1=C(C=C(C=C1)NC2=NC=CC(=N2)N(C)C3=CC4=NN(C(=C4C=C3)C)C)S(=O)(=O)N.Cl. Synergy scores: CSS=2.23, Synergy_ZIP=-0.622, Synergy_Bliss=-3.23, Synergy_Loewe=-48.4, Synergy_HSA=-5.58. Drug 2: C1=NC2=C(N=C(N=C2N1C3C(C(C(O3)CO)O)F)Cl)N.